From a dataset of Full USPTO retrosynthesis dataset with 1.9M reactions from patents (1976-2016). Predict the reactants needed to synthesize the given product. Given the product [Br:1][C:2]1[CH:7]=[C:6]2[C:5]([N:9]=[CH:13][CH:18]=[N:8]2)=[C:4]([F:10])[C:3]=1[F:11], predict the reactants needed to synthesize it. The reactants are: [Br:1][C:2]1[CH:7]=[C:6]([NH2:8])[C:5]([NH2:9])=[C:4]([F:10])[C:3]=1[F:11].O[CH:13]1[CH:18](O)OCCO1.